From a dataset of Full USPTO retrosynthesis dataset with 1.9M reactions from patents (1976-2016). Predict the reactants needed to synthesize the given product. (1) Given the product [Cl:1][C:2]1[CH:17]=[CH:16][C:5]2[N:6]=[C:7]([N:9]3[CH2:15][CH2:14][CH2:13][N:12]([C:23]([CH:25]4[CH2:30][CH2:29][O:28][CH2:27][CH2:26]4)=[O:22])[CH2:11][CH2:10]3)[S:8][C:4]=2[CH:3]=1, predict the reactants needed to synthesize it. The reactants are: [Cl:1][C:2]1[CH:17]=[CH:16][C:5]2[N:6]=[C:7]([N:9]3[CH2:15][CH2:14][CH2:13][NH:12][CH2:11][CH2:10]3)[S:8][C:4]=2[CH:3]=1.C([O:22][C:23]([CH:25]1[CH2:30][CH2:29][O:28][CH2:27][CH2:26]1)=O)(C)(C)C.CN(C)CCCN=C=NCC.ON1C2C=CC=CC=2N=N1.C(N(CC)C(C)C)(C)C. (2) Given the product [CH:12]1([N:18]([CH2:43][CH:44]=[O:45])[C:19](=[O:42])[CH2:20][CH2:21][N:22]([CH2:33][CH2:34][C:35]2[CH:40]=[CH:39][CH:38]=[C:37]([F:41])[CH:36]=2)[C:23](=[O:32])[O:24][CH2:25][C:26]2[CH:27]=[CH:28][CH:29]=[CH:30][CH:31]=2)[CH2:13][CH2:14][CH2:15][CH2:16][CH2:17]1, predict the reactants needed to synthesize it. The reactants are: C1(C)C=CC(S(O)(=O)=O)=CC=1.[CH:12]1([N:18]([CH2:43][CH:44](OC)[O:45]C)[C:19](=[O:42])[CH2:20][CH2:21][N:22]([CH2:33][CH2:34][C:35]2[CH:40]=[CH:39][CH:38]=[C:37]([F:41])[CH:36]=2)[C:23](=[O:32])[O:24][CH2:25][C:26]2[CH:31]=[CH:30][CH:29]=[CH:28][CH:27]=2)[CH2:17][CH2:16][CH2:15][CH2:14][CH2:13]1. (3) Given the product [NH:34]1[CH2:33][CH:32]([O:31][CH2:30][CH2:29][N:26]2[C:18]3[N:19]=[C:20]([NH:23][CH2:24][CH3:25])[N:21]=[CH:22][C:17]=3[CH:16]=[C:15]([C:3]3[CH:4]=[CH:5][C:6]([C:8]4[CH:13]=[N:12][CH:11]=[C:10]([CH3:14])[N:9]=4)=[CH:7][C:2]=3[Cl:1])[C:27]2=[O:28])[CH2:35]1, predict the reactants needed to synthesize it. The reactants are: [Cl:1][C:2]1[CH:7]=[C:6]([C:8]2[CH:13]=[N:12][CH:11]=[C:10]([CH3:14])[N:9]=2)[CH:5]=[CH:4][C:3]=1[C:15]1[C:27](=[O:28])[N:26]([CH2:29][CH2:30][O:31][CH:32]2[CH2:35][N:34](C(OC(C)(C)C)=O)[CH2:33]2)[C:18]2[N:19]=[C:20]([NH:23][CH2:24][CH3:25])[N:21]=[CH:22][C:17]=2[CH:16]=1.C(O)(C(F)(F)F)=O. (4) Given the product [Cl:12][C:10]1[S:11][C:6]2[CH:5]=[C:4]([C:1](=[O:3])[NH:32][CH2:31][CH2:30][C:29]3[CH:33]=[CH:34][CH:35]=[C:27]([O:26][CH3:25])[CH:28]=3)[NH:8][C:7]=2[C:9]=1[Cl:13], predict the reactants needed to synthesize it. The reactants are: [C:1]([C:4]1[NH:8][C:7]2[C:9]([Cl:13])=[C:10]([Cl:12])[S:11][C:6]=2[CH:5]=1)([OH:3])=O.C(Cl)(=O)C(Cl)=O.C(=O)([O-])[O-].[Ca+2].[CH3:25][O:26][C:27]1[CH:28]=[C:29]([CH:33]=[CH:34][CH:35]=1)[CH2:30][CH2:31][NH2:32].